This data is from Experimental lipophilicity measurements (octanol/water distribution) for 4,200 compounds from AstraZeneca. The task is: Regression/Classification. Given a drug SMILES string, predict its absorption, distribution, metabolism, or excretion properties. Task type varies by dataset: regression for continuous measurements (e.g., permeability, clearance, half-life) or binary classification for categorical outcomes (e.g., BBB penetration, CYP inhibition). For this dataset (lipophilicity_astrazeneca), we predict Y. (1) The compound is COc1ccc(C(=O)Nc2cccc(NC(=O)c3ccc(OC)c(OC)c3)n2)cc1OC. The Y is 3.50 logD. (2) The molecule is O=C(O)c1cccc(CN2CCC(CN3CCC(Oc4ccc(Cl)c(Cl)c4)CC3)CC2)c1. The Y is 1.26 logD. (3) The drug is NC(=O)Nc1cc(-c2ccccc2)sc1C(=O)N[C@H]1CCCNC1. The Y is 1.04 logD. (4) The molecule is C(=C/c1c(-c2ccccc2)nc2sccn12)\c1ccncn1. The Y is 3.40 logD. (5) The drug is Cc1ccccc1C(OCCN(C)C)c1ccccc1. The Y is 1.47 logD. (6) The molecule is NC1=NC(c2cccc(-c3cncnc3)c2)(c2ccnc(C(F)(F)F)c2)c2cccc(F)c21. The Y is 3.40 logD. (7) The molecule is N=C(N)NC(=O)c1nc(Cl)c(NCc2ccccn2)nc1N. The Y is -0.560 logD.